From a dataset of NCI-60 drug combinations with 297,098 pairs across 59 cell lines. Regression. Given two drug SMILES strings and cell line genomic features, predict the synergy score measuring deviation from expected non-interaction effect. Drug 1: CC1=C(C=C(C=C1)NC2=NC=CC(=N2)N(C)C3=CC4=NN(C(=C4C=C3)C)C)S(=O)(=O)N.Cl. Drug 2: COC1=NC(=NC2=C1N=CN2C3C(C(C(O3)CO)O)O)N. Cell line: SNB-19. Synergy scores: CSS=-0.545, Synergy_ZIP=3.54, Synergy_Bliss=2.83, Synergy_Loewe=-0.0309, Synergy_HSA=-0.959.